Dataset: Catalyst prediction with 721,799 reactions and 888 catalyst types from USPTO. Task: Predict which catalyst facilitates the given reaction. Reactant: [N:1]([CH2:4][CH:5]1[CH:9]([OH:10])[C:8]2[CH:11]=[C:12]([Br:16])[CH:13]=[C:14]([Cl:15])[C:7]=2[O:6]1)=[N+]=[N-]. Product: [NH2:1][CH2:4][CH:5]1[CH:9]([OH:10])[C:8]2[CH:11]=[C:12]([Br:16])[CH:13]=[C:14]([Cl:15])[C:7]=2[O:6]1. The catalyst class is: 94.